From a dataset of Forward reaction prediction with 1.9M reactions from USPTO patents (1976-2016). Predict the product of the given reaction. (1) Given the reactants [CH3:1][O:2][C:3](=[O:33])[C:4]1[CH:9]=[C:8]([O:10][C:11]2[CH:16]=[CH:15][C:14]([N+:17]([O-])=O)=[C:13]([CH:20]=[CH2:21])[CH:12]=2)[CH:7]=[CH:6][C:5]=1[NH:22][S:23]([C:26]1[CH:31]=[CH:30][C:29]([CH3:32])=[CH:28][CH:27]=1)(=[O:25])=[O:24].[H][H], predict the reaction product. The product is: [CH3:1][O:2][C:3](=[O:33])[C:4]1[CH:9]=[C:8]([O:10][C:11]2[CH:16]=[CH:15][C:14]([NH2:17])=[C:13]([CH2:20][CH3:21])[CH:12]=2)[CH:7]=[CH:6][C:5]=1[NH:22][S:23]([C:26]1[CH:27]=[CH:28][C:29]([CH3:32])=[CH:30][CH:31]=1)(=[O:25])=[O:24]. (2) Given the reactants [C:1]([C:3]1[CH:8]=[C:7]([N+:9]([O-:11])=[O:10])[CH:6]=[CH:5][C:4]=1[N:12]=[CH:13][N:14](C)C)#[N:2].[Cl:17][C:18]1[CH:19]=[C:20]([CH:22]=[CH:23][C:24]=1[F:25])N, predict the reaction product. The product is: [Cl:17][C:18]1[CH:19]=[C:20]([NH:2][C:1]2[C:3]3[C:4](=[CH:5][CH:6]=[C:7]([N+:9]([O-:11])=[O:10])[CH:8]=3)[N:12]=[CH:13][N:14]=2)[CH:22]=[CH:23][C:24]=1[F:25].